Task: Predict the product of the given reaction.. Dataset: Forward reaction prediction with 1.9M reactions from USPTO patents (1976-2016) (1) Given the reactants [F:1][C:2]1[CH:3]=[C:4]([C:9]2[C:10]([CH2:18][CH3:19])=[N:11][N:12]3[CH:17]=[CH:16][CH:15]=[CH:14][C:13]=23)[CH:5]=[C:6]([F:8])[CH:7]=1.[Br:20]N1C(=O)CCC1=O.C(OOC(=O)C1C=CC=CC=1)(=O)C1C=CC=CC=1, predict the reaction product. The product is: [Br:20][CH:18]([C:10]1[C:9]([C:4]2[CH:3]=[C:2]([F:1])[CH:7]=[C:6]([F:8])[CH:5]=2)=[C:13]2[CH:14]=[CH:15][CH:16]=[CH:17][N:12]2[N:11]=1)[CH3:19]. (2) Given the reactants [C:1]([C:3]1[CH:4]=[C:5]([C:13]2[O:17][N:16]=[C:15]([C:18]3[CH:33]=[CH:32][C:21]4[CH2:22][CH2:23][N:24]([CH2:27][C:28]([O:30]C)=[O:29])[CH2:25][CH2:26][C:20]=4[CH:19]=3)[N:14]=2)[CH:6]=[CH:7][C:8]=1[O:9][CH:10]([CH3:12])[CH3:11])#[N:2].[OH-].[Na+].C1COCC1.C(O)(=O)C, predict the reaction product. The product is: [C:1]([C:3]1[CH:4]=[C:5]([C:13]2[O:17][N:16]=[C:15]([C:18]3[CH:33]=[CH:32][C:21]4[CH2:22][CH2:23][N:24]([CH2:27][C:28]([OH:30])=[O:29])[CH2:25][CH2:26][C:20]=4[CH:19]=3)[N:14]=2)[CH:6]=[CH:7][C:8]=1[O:9][CH:10]([CH3:12])[CH3:11])#[N:2]. (3) Given the reactants [NH2:1][C:2]1[N:7]=[C:6]([C:8]2[O:9][CH:10]=[CH:11][CH:12]=2)[C:5]([C:13]#[N:14])=[C:4](S(C)=O)[N:3]=1.[NH2:18][CH2:19][CH2:20][NH:21][C:22]1[CH:27]=[CH:26][C:25]([N+:28]([O-:30])=[O:29])=[CH:24][N:23]=1, predict the reaction product. The product is: [NH2:1][C:2]1[N:7]=[C:6]([C:8]2[O:9][CH:10]=[CH:11][CH:12]=2)[C:5]([C:13]#[N:14])=[C:4]([NH:18][CH2:19][CH2:20][NH:21][C:22]2[CH:27]=[CH:26][C:25]([N+:28]([O-:30])=[O:29])=[CH:24][N:23]=2)[N:3]=1. (4) Given the reactants CO[C:3]([C@H:5]1[CH2:9][C@H:8]([S:10]([C:13]2[CH:18]=[CH:17][CH:16]=[CH:15][C:14]=2[Cl:19])(=[O:12])=[O:11])[CH2:7][C@@H:6]1[O:20][C:21]1[CH:26]=[CH:25][C:24]([Cl:27])=[CH:23][CH:22]=1)=[O:4].C[Al](C)C.C(N(CC)CC)C.Cl.[NH2:40][C:41]1([C:44]#[N:45])[CH2:43][CH2:42]1, predict the reaction product. The product is: [C:44]([C:41]1([NH:40][C:3]([C@H:5]2[CH2:9][C@H:8]([S:10]([C:13]3[CH:18]=[CH:17][CH:16]=[CH:15][C:14]=3[Cl:19])(=[O:12])=[O:11])[CH2:7][C@@H:6]2[O:20][C:21]2[CH:22]=[CH:23][C:24]([Cl:27])=[CH:25][CH:26]=2)=[O:4])[CH2:43][CH2:42]1)#[N:45]. (5) Given the reactants [CH2:1]([C@H:8]1[CH2:14][NH:13][C:12]2[N:15]=[CH:16][CH:17]=[CH:18][C:11]=2[CH2:10][NH:9]1)[C:2]1[CH:7]=[CH:6][CH:5]=[CH:4][CH:3]=1.C(O)(=O)C.[Br:23]Br, predict the reaction product. The product is: [CH2:1]([C@H:8]1[CH2:14][NH:13][C:12]2[N:15]=[CH:16][C:17]([Br:23])=[CH:18][C:11]=2[CH2:10][NH:9]1)[C:2]1[CH:3]=[CH:4][CH:5]=[CH:6][CH:7]=1.